This data is from Reaction yield outcomes from USPTO patents with 853,638 reactions. The task is: Predict the reaction yield, written as a fraction of the theoretical maximum amount of product (1.0 means a 100% yield; for example, 0.34 means a 34% yield). (1) The reactants are O=C1C2C(=CC=CC=2)C(=O)[N:3]1[CH:12]1[CH2:21][CH2:20][C:19]2[CH:18]=[C:17]([S:22][C:23](=[O:27])[N:24]([CH3:26])[CH3:25])[CH:16]=[CH:15][C:14]=2[CH2:13]1.NN. The catalyst is CCO. The product is [NH2:3][CH:12]1[CH2:21][CH2:20][C:19]2[CH:18]=[C:17]([S:22][C:23](=[O:27])[N:24]([CH3:25])[CH3:26])[CH:16]=[CH:15][C:14]=2[CH2:13]1. The yield is 1.00. (2) The reactants are [C:1]([O:5][C:6]([N:8]1[CH2:12][CH2:11][CH2:10][CH:9]1[CH:13]=[CH:14][C:15](OCC)=[O:16])=[O:7])([CH3:4])([CH3:3])[CH3:2].C(Cl)Cl.B(F)(F)F.CCOCC.CC(C[AlH]CC(C)C)C. The catalyst is CCOC(C)=O. The product is [C:1]([O:5][C:6]([N:8]1[CH2:12][CH2:11][CH2:10][CH:9]1[CH:13]=[CH:14][CH2:15][OH:16])=[O:7])([CH3:4])([CH3:3])[CH3:2]. The yield is 0.790. (3) The reactants are Cl.[CH:2]([N:5]1[C:9]([C:10]2[N:19]=[C:18]3[N:12]([CH2:13][CH2:14][O:15][C:16]4[CH:23]=[C:22]([C@@H:24]5[CH2:29][CH2:28][NH:27][CH2:26][C@H:25]5[OH:30])[CH:21]=[CH:20][C:17]=43)[CH:11]=2)=[N:8][CH:7]=[N:6]1)([CH3:4])[CH3:3].Br[C:32]([CH3:38])([CH3:37])[C:33]([NH:35][CH3:36])=[O:34].[OH-].[Na+]. The catalyst is CCCC[N+](CCCC)(CCCC)CCCC.[Br-].C(Cl)Cl. The product is [OH:30][C@H:25]1[C@H:24]([C:22]2[CH:21]=[CH:20][C:17]3[C:18]4[N:12]([CH:11]=[C:10]([C:9]5[N:5]([CH:2]([CH3:4])[CH3:3])[N:6]=[CH:7][N:8]=5)[N:19]=4)[CH2:13][CH2:14][O:15][C:16]=3[CH:23]=2)[CH2:29][CH2:28][N:27]([C:32]([CH3:38])([CH3:37])[C:33]([NH:35][CH3:36])=[O:34])[CH2:26]1. The yield is 0.370. (4) The yield is 0.690. The reactants are C[O:2][C:3]([C:5]1[CH:10]=[CH:9][C:8](=[O:11])[NH:7][C:6]=1[NH:12][C:13]1[CH:18]=[CH:17][C:16]([Br:19])=[CH:15][C:14]=1[F:20])=[O:4].[OH-].[Na+].Cl. The product is [Br:19][C:16]1[CH:17]=[CH:18][C:13]([NH:12][C:6]2[NH:7][C:8](=[O:11])[CH:9]=[CH:10][C:5]=2[C:3]([OH:4])=[O:2])=[C:14]([F:20])[CH:15]=1. The catalyst is CO.O.CCOC(C)=O. (5) The reactants are [C:1]([CH2:3][O:4][C:5]1[CH:10]=[C:9]([N+:11]([O-])=O)[CH:8]=[C:7]([O:14][CH3:15])[C:6]=1[O:16][CH3:17])#[N:2].[Cl-].[NH4+]. The catalyst is C(O)C.C(Cl)Cl.[Fe]. The product is [C:1]([CH2:3][O:4][C:5]1[CH:10]=[C:9]([CH:8]=[C:7]([O:14][CH3:15])[C:6]=1[O:16][CH3:17])[NH2:11])#[N:2]. The yield is 0.820.